Task: Predict which catalyst facilitates the given reaction.. Dataset: Catalyst prediction with 721,799 reactions and 888 catalyst types from USPTO (1) Reactant: [N:1]1[CH:6]=[CH:5][CH:4]=[CH:3][C:2]=1[CH:7]=O.[NH2:9][OH:10].[OH-].[Na+].Cl. Product: [N:1]1[CH:6]=[CH:5][CH:4]=[CH:3][C:2]=1/[CH:7]=[N:9]\[OH:10]. The catalyst class is: 40. (2) Reactant: [C:1]([O-:4])(=[O:3])[CH3:2].[Na+].Br[CH:7]([C:15]([CH3:17])=[O:16])[C:8]([O:10][C:11]([CH3:14])([CH3:13])[CH3:12])=[O:9].O. Product: [C:1]([O:4][CH:7]([C:15]([CH3:17])=[O:16])[C:8]([O:10][C:11]([CH3:12])([CH3:14])[CH3:13])=[O:9])(=[O:3])[CH3:2]. The catalyst class is: 3. (3) Reactant: Cl[CH2:2][CH:3]=O.[CH3:5][O:6][C:7](=[O:15])[C:8]1[CH:13]=[CH:12][C:11]([NH2:14])=[N:10][CH:9]=1. Product: [CH3:5][O:6][C:7]([C:8]1[CH:13]=[CH:12][C:11]2[N:10]([CH:2]=[CH:3][N:14]=2)[CH:9]=1)=[O:15]. The catalyst class is: 8.